From a dataset of Full USPTO retrosynthesis dataset with 1.9M reactions from patents (1976-2016). Predict the reactants needed to synthesize the given product. (1) Given the product [CH2:20]([O:19][Si:15]([O:22][CH2:23][CH3:24])([O:16][CH2:17][CH3:18])[CH2:14][CH2:13][CH2:12][NH:9][C:10](=[O:11])[O:8][CH2:1][C:2]1[CH:7]=[CH:6][CH:5]=[CH:4][CH:3]=1)[CH3:21], predict the reactants needed to synthesize it. The reactants are: [CH2:1]([OH:8])[C:2]1[CH:7]=[CH:6][CH:5]=[CH:4][CH:3]=1.[N:9]([CH2:12][CH2:13][CH2:14][Si:15]([O:22][CH2:23][CH3:24])([O:19][CH2:20][CH3:21])[O:16][CH2:17][CH3:18])=[C:10]=[O:11]. (2) Given the product [CH2:12]([C:3]1[CH:4]=[C:5]([C:8]([F:11])([F:10])[F:9])[CH:6]=[CH:7][C:2]=1[B:20]1[O:22][C:31]([CH3:33])([CH3:32])[C:28]([CH3:30])([CH3:27])[O:21]1)[CH2:13][CH3:14], predict the reactants needed to synthesize it. The reactants are: Br[C:2]1[CH:7]=[CH:6][C:5]([C:8]([F:11])([F:10])[F:9])=[CH:4][C:3]=1[CH2:12][CH2:13][CH3:14].C([Li])CCC.[BH:20]([OH:22])[OH:21].CC(O[CH2:27][C:28]([C:31](O)([CH3:33])[CH3:32])([CH3:30])O)C.O. (3) Given the product [C:11]([C:9]1[CH:10]=[C:5]([S:1]([Cl:19])(=[O:3])=[O:2])[CH:6]=[CH:7][C:8]=1[Cl:14])(=[O:13])[CH3:12], predict the reactants needed to synthesize it. The reactants are: [S:1](=[O:3])=[O:2].N[C:5]1[CH:6]=[CH:7][C:8]([Cl:14])=[C:9]([C:11](=[O:13])[CH3:12])[CH:10]=1.N([O-])=O.[Na+].[ClH:19]. (4) Given the product [Br:1][C:2]1[CH:3]=[CH:4][C:5]2[N:6]([C:10]([C:11]3[CH:16]=[CH:15][CH:14]=[CH:13][C:12]=3[Cl:17])=[N:9][N:8]=2)[CH:7]=1, predict the reactants needed to synthesize it. The reactants are: [Br:1][C:2]1[CH:3]=[CH:4][C:5]([NH:8][NH:9][C:10](=O)[C:11]2[CH:16]=[CH:15][CH:14]=[CH:13][C:12]=2[Cl:17])=[N:6][CH:7]=1. (5) The reactants are: C(=O)([O-])[O-].[K+].[K+].Br[CH:8]([C:13]([O:15][CH3:16])=[O:14])[C:9]([O:11][CH3:12])=[O:10].[N:17]1([C:23]([O:25][C:26]([CH3:29])([CH3:28])[CH3:27])=[O:24])[CH2:22][CH2:21][NH:20][CH2:19][CH2:18]1. Given the product [C:26]([O:25][C:23]([N:17]1[CH2:22][CH2:21][N:20]([CH:8]([C:13]([O:15][CH3:16])=[O:14])[C:9]([O:11][CH3:12])=[O:10])[CH2:19][CH2:18]1)=[O:24])([CH3:29])([CH3:27])[CH3:28], predict the reactants needed to synthesize it.